The task is: Regression. Given two drug SMILES strings and cell line genomic features, predict the synergy score measuring deviation from expected non-interaction effect.. This data is from NCI-60 drug combinations with 297,098 pairs across 59 cell lines. (1) Drug 1: CN1C(=O)N2C=NC(=C2N=N1)C(=O)N. Drug 2: CC=C1C(=O)NC(C(=O)OC2CC(=O)NC(C(=O)NC(CSSCCC=C2)C(=O)N1)C(C)C)C(C)C. Synergy scores: CSS=7.41, Synergy_ZIP=0.0486, Synergy_Bliss=2.75, Synergy_Loewe=-14.8, Synergy_HSA=-3.54. Cell line: EKVX. (2) Drug 1: C1=CC(=CC=C1C#N)C(C2=CC=C(C=C2)C#N)N3C=NC=N3. Drug 2: CC1=C(N=C(N=C1N)C(CC(=O)N)NCC(C(=O)N)N)C(=O)NC(C(C2=CN=CN2)OC3C(C(C(C(O3)CO)O)O)OC4C(C(C(C(O4)CO)O)OC(=O)N)O)C(=O)NC(C)C(C(C)C(=O)NC(C(C)O)C(=O)NCCC5=NC(=CS5)C6=NC(=CS6)C(=O)NCCC[S+](C)C)O. Cell line: SF-539. Synergy scores: CSS=43.1, Synergy_ZIP=-2.50, Synergy_Bliss=-3.96, Synergy_Loewe=-6.36, Synergy_HSA=0.407. (3) Drug 1: C#CCC(CC1=CN=C2C(=N1)C(=NC(=N2)N)N)C3=CC=C(C=C3)C(=O)NC(CCC(=O)O)C(=O)O. Drug 2: B(C(CC(C)C)NC(=O)C(CC1=CC=CC=C1)NC(=O)C2=NC=CN=C2)(O)O. Cell line: SN12C. Synergy scores: CSS=29.0, Synergy_ZIP=1.95, Synergy_Bliss=3.20, Synergy_Loewe=0.450, Synergy_HSA=-0.393. (4) Drug 1: C1=CC(=CC=C1CCC2=CNC3=C2C(=O)NC(=N3)N)C(=O)NC(CCC(=O)O)C(=O)O. Drug 2: CC12CCC3C(C1CCC2O)C(CC4=C3C=CC(=C4)O)CCCCCCCCCS(=O)CCCC(C(F)(F)F)(F)F. Cell line: UACC-257. Synergy scores: CSS=8.55, Synergy_ZIP=-2.91, Synergy_Bliss=1.97, Synergy_Loewe=-1.35, Synergy_HSA=1.82. (5) Drug 1: CC(C1=C(C=CC(=C1Cl)F)Cl)OC2=C(N=CC(=C2)C3=CN(N=C3)C4CCNCC4)N. Drug 2: C#CCC(CC1=CN=C2C(=N1)C(=NC(=N2)N)N)C3=CC=C(C=C3)C(=O)NC(CCC(=O)O)C(=O)O. Cell line: RXF 393. Synergy scores: CSS=3.56, Synergy_ZIP=0.00630, Synergy_Bliss=2.91, Synergy_Loewe=-0.273, Synergy_HSA=2.51. (6) Drug 1: CC1=C2C(C(=O)C3(C(CC4C(C3C(C(C2(C)C)(CC1OC(=O)C(C(C5=CC=CC=C5)NC(=O)C6=CC=CC=C6)O)O)OC(=O)C7=CC=CC=C7)(CO4)OC(=O)C)O)C)OC(=O)C. Drug 2: N.N.Cl[Pt+2]Cl. Cell line: OVCAR-8. Synergy scores: CSS=44.4, Synergy_ZIP=-8.25, Synergy_Bliss=-3.63, Synergy_Loewe=-26.0, Synergy_HSA=-3.14. (7) Drug 1: C1C(C(OC1N2C=NC3=C(N=C(N=C32)Cl)N)CO)O. Drug 2: C1CCC(C(C1)N)N.C(=O)(C(=O)[O-])[O-].[Pt+4]. Cell line: T-47D. Synergy scores: CSS=32.3, Synergy_ZIP=-6.59, Synergy_Bliss=-0.302, Synergy_Loewe=2.27, Synergy_HSA=3.76. (8) Drug 1: CC1=CC2C(CCC3(C2CCC3(C(=O)C)OC(=O)C)C)C4(C1=CC(=O)CC4)C. Drug 2: CC=C1C(=O)NC(C(=O)OC2CC(=O)NC(C(=O)NC(CSSCCC=C2)C(=O)N1)C(C)C)C(C)C. Cell line: OVCAR-5. Synergy scores: CSS=66.4, Synergy_ZIP=7.33, Synergy_Bliss=3.08, Synergy_Loewe=-62.6, Synergy_HSA=0.820. (9) Drug 1: C(CCl)NC(=O)N(CCCl)N=O. Drug 2: B(C(CC(C)C)NC(=O)C(CC1=CC=CC=C1)NC(=O)C2=NC=CN=C2)(O)O. Cell line: NCI-H226. Synergy scores: CSS=11.2, Synergy_ZIP=-0.861, Synergy_Bliss=-1.60, Synergy_Loewe=-11.1, Synergy_HSA=-0.960. (10) Drug 1: CN(CC1=CN=C2C(=N1)C(=NC(=N2)N)N)C3=CC=C(C=C3)C(=O)NC(CCC(=O)O)C(=O)O. Drug 2: C1C(C(OC1N2C=C(C(=O)NC2=O)F)CO)O. Cell line: COLO 205. Synergy scores: CSS=36.7, Synergy_ZIP=-8.45, Synergy_Bliss=-9.50, Synergy_Loewe=-8.67, Synergy_HSA=-7.94.